Task: Regression. Given two drug SMILES strings and cell line genomic features, predict the synergy score measuring deviation from expected non-interaction effect.. Dataset: NCI-60 drug combinations with 297,098 pairs across 59 cell lines Drug 1: CN(C(=O)NC(C=O)C(C(C(CO)O)O)O)N=O. Drug 2: CC1=C(C(=O)C2=C(C1=O)N3CC4C(C3(C2COC(=O)N)OC)N4)N. Cell line: SK-MEL-5. Synergy scores: CSS=38.2, Synergy_ZIP=3.74, Synergy_Bliss=-1.05, Synergy_Loewe=-53.9, Synergy_HSA=-1.63.